This data is from Full USPTO retrosynthesis dataset with 1.9M reactions from patents (1976-2016). The task is: Predict the reactants needed to synthesize the given product. (1) Given the product [C:1]([O:5][C:6]([N:8]1[CH2:15][CH:14]2[N:16]([C:17]([O:19][C:20]([CH3:21])([CH3:23])[CH3:22])=[O:18])[CH:10]([CH2:11][C:12]([C:40]3[S:44][C:43]([O:45][CH2:46][CH2:47][O:48][C:51]4[C:52]([F:57])=[CH:53][CH:54]=[C:55]([F:56])[C:50]=4[Cl:49])=[N:42][CH:41]=3)=[C:13]2[C:24](=[O:39])[N:25]([CH:36]2[CH2:37][CH2:38]2)[CH2:26][C:27]2[CH:32]=[CH:31][CH:30]=[C:29]([O:33][CH3:34])[C:28]=2[CH3:35])[CH2:9]1)=[O:7])([CH3:2])([CH3:3])[CH3:4], predict the reactants needed to synthesize it. The reactants are: [C:1]([O:5][C:6]([N:8]1[CH2:15][CH:14]2[N:16]([C:17]([O:19][C:20]([CH3:23])([CH3:22])[CH3:21])=[O:18])[CH:10]([CH2:11][C:12]([C:40]3[S:44][C:43]([O:45][CH2:46][CH2:47][OH:48])=[N:42][CH:41]=3)=[C:13]2[C:24](=[O:39])[N:25]([CH:36]2[CH2:38][CH2:37]2)[CH2:26][C:27]2[CH:32]=[CH:31][CH:30]=[C:29]([O:33][CH3:34])[C:28]=2[CH3:35])[CH2:9]1)=[O:7])([CH3:4])([CH3:3])[CH3:2].[Cl:49][C:50]1[C:55]([F:56])=[CH:54][CH:53]=[C:52]([F:57])[C:51]=1O. (2) Given the product [Cl:13][C:5]1[CH:4]=[CH:3][C:2]([C:18]#[C:17][CH:14]2[CH2:16][CH2:15]2)=[CH:12][C:6]=1[C:7]([O:9][CH2:10][CH3:11])=[O:8], predict the reactants needed to synthesize it. The reactants are: Br[C:2]1[CH:3]=[CH:4][C:5]([Cl:13])=[C:6]([CH:12]=1)[C:7]([O:9][CH2:10][CH3:11])=[O:8].[CH:14]1([C:17]#[CH:18])[CH2:16][CH2:15]1.C(N(CC)CC)C.